This data is from Full USPTO retrosynthesis dataset with 1.9M reactions from patents (1976-2016). The task is: Predict the reactants needed to synthesize the given product. (1) Given the product [CH2:22]([O:24][C:25]([C:27]1[CH:32]=[CH:31][CH:30]=[CH:29][C:28]=1[C:2]1[CH:21]=[CH:20][CH:19]=[C:4]([CH2:5][O:6][C:7]2[CH:12]=[CH:11][C:10]([CH2:13][CH2:14][C:15]([OH:17])=[O:16])=[CH:9][CH:8]=2)[CH:3]=1)=[O:26])[CH3:23], predict the reactants needed to synthesize it. The reactants are: Br[C:2]1[CH:3]=[C:4]([CH:19]=[CH:20][CH:21]=1)[CH2:5][O:6][C:7]1[CH:12]=[CH:11][C:10]([CH2:13][CH2:14][C:15]([O:17]C)=[O:16])=[CH:9][CH:8]=1.[CH2:22]([O:24][C:25]([C:27]1[CH:32]=[CH:31][CH:30]=[CH:29][C:28]=1B(O)O)=[O:26])[CH3:23]. (2) Given the product [NH:11]1[CH2:12][CH:13]([C:15]([O:17][C:18]([CH3:21])([CH3:20])[CH3:19])=[O:16])[CH2:14]1, predict the reactants needed to synthesize it. The reactants are: C(=O)([O-])[O-].[K+].[K+].FC(F)(F)C([N:11]1[CH2:14][CH:13]([C:15]([O:17][C:18]([CH3:21])([CH3:20])[CH3:19])=[O:16])[CH2:12]1)=O. (3) Given the product [CH3:1][O:8][C@H:9]1[C@@H:13]2[O:14][C:15]([CH3:18])([CH3:17])[O:16][C@@H:12]2[C@@H:11]([C:19]([NH2:22])=[O:21])[O:10]1, predict the reactants needed to synthesize it. The reactants are: [CH2:1]([O:8][C@H:9]1[C@@H:13]2[O:14][C:15]([CH3:18])([CH3:17])[O:16][C@@H:12]2[C@@H:11]([C:19]([OH:21])=O)[O:10]1)C1C=CC=CC=1.[NH3:22].C(OCC)(=O)C. (4) Given the product [NH2:1][C:2]1[C:7]2[C:8]([C:20]3[CH:21]=[N:22][C:23]4[C:28]([CH:29]=3)=[CH:27][CH:26]=[CH:25][CH:24]=4)=[C:9]3[N:14]([C:6]=2[N:5]=[CH:4][N:3]=1)[CH2:13][C@H:12]([NH:15][C:16](=[O:19])[CH:17]=[CH2:18])[CH2:11][CH2:10]3.[NH2:1][C:2]1[C:7]2[C:8]([C:20]3[CH:21]=[N:22][C:23]4[C:28]([CH:29]=3)=[CH:27][CH:26]=[CH:25][CH:24]=4)=[C:9]3[N:14]([C:6]=2[N:5]=[CH:4][N:3]=1)[CH2:13][C@@H:12]([NH:15][C:16](=[O:19])[CH:17]=[CH2:18])[CH2:11][CH2:10]3, predict the reactants needed to synthesize it. The reactants are: [NH2:1][C:2]1[C:7]2[C:8]([C:20]3[CH:21]=[N:22][C:23]4[C:28]([CH:29]=3)=[CH:27][CH:26]=[CH:25][CH:24]=4)=[C:9]3[N:14]([C:6]=2[N:5]=[CH:4][N:3]=1)[CH2:13][CH:12]([NH:15][C:16](=[O:19])[CH:17]=[CH2:18])[CH2:11][CH2:10]3. (5) The reactants are: [Cl:1][C:2]1[S:6][C:5]([S:7]([NH2:10])(=[O:9])=[O:8])=[CH:4][CH:3]=1.[C:11](N1C=CN=C1)(N1C=CN=C1)=[O:12].CCN(C(C)C)C(C)C.[Cl:32][C:33]1[C:34]([N:47]2[CH2:52][CH2:51][NH:50][CH2:49][CH2:48]2)=[N:35][CH:36]=[C:37]([CH:46]=1)[C:38]([O:40][CH2:41][CH2:42][CH:43]([CH3:45])[CH3:44])=[O:39]. Given the product [Cl:32][C:33]1[C:34]([N:47]2[CH2:48][CH2:49][N:50]([C:11]([NH:10][S:7]([C:5]3[S:6][C:2]([Cl:1])=[CH:3][CH:4]=3)(=[O:9])=[O:8])=[O:12])[CH2:51][CH2:52]2)=[N:35][CH:36]=[C:37]([CH:46]=1)[C:38]([O:40][CH2:41][CH2:42][CH:43]([CH3:45])[CH3:44])=[O:39], predict the reactants needed to synthesize it.